From a dataset of Reaction yield outcomes from USPTO patents with 853,638 reactions. Predict the reaction yield, written as a fraction of the theoretical maximum amount of product (1.0 means a 100% yield; for example, 0.34 means a 34% yield). (1) The reactants are C[O:2][C:3](=[O:19])[CH:4]([O:13][CH:14]1[CH2:18][CH2:17][CH2:16][CH2:15]1)[C:5]1[CH:10]=[CH:9][C:8]([Cl:11])=[C:7]([Cl:12])[CH:6]=1.[OH-].[K+]. The catalyst is C(O)C.O. The product is [CH:14]1([O:13][CH:4]([C:5]2[CH:10]=[CH:9][C:8]([Cl:11])=[C:7]([Cl:12])[CH:6]=2)[C:3]([OH:19])=[O:2])[CH2:18][CH2:17][CH2:16][CH2:15]1. The yield is 0.880. (2) The reactants are [F:1][C:2]1[CH:9]=[CH:8][CH:7]=[CH:6][C:3]=1[CH2:4][OH:5].[CH3:10][S:11](Cl)(=[O:13])=[O:12].C(N(CC)CC)C. The catalyst is ClCCl. The product is [F:1][C:2]1[CH:9]=[CH:8][CH:7]=[CH:6][C:3]=1[CH2:4][O:5][S:11]([CH3:10])(=[O:13])=[O:12]. The yield is 0.650. (3) The product is [Cl:8][C:7]1[CH:6]=[CH:5][C:4]([NH:9][C:10]2[O:31][C@:23]3([CH2:22][N:21]=2)[CH:28]2[CH2:29][CH2:30][N:25]([CH2:26][CH2:27]2)[CH2:24]3)=[N:3][C:2]=1[Cl:1]. The catalyst is CN(C)C=O. The reactants are [Cl:1][C:2]1[C:7]([Cl:8])=[CH:6][CH:5]=[C:4]([N:9]=[C:10]=S)[N:3]=1.C(N(CC)CC)C.Cl.Cl.[NH2:21][CH2:22][C:23]1([OH:31])[CH:28]2[CH2:29][CH2:30][N:25]([CH2:26][CH2:27]2)[CH2:24]1.C(N=C=NC(C)C)(C)C. The yield is 0.470. (4) The reactants are Cl[C:2]1[CH:7]=[C:6]([C:8]#[N:9])[CH:5]=[CH:4][N:3]=1.[C:10]([Si:14]([CH3:24])([CH3:23])[O:15][CH2:16][CH2:17][C:18]1[CH:19]=[N:20][NH:21][CH:22]=1)([CH3:13])([CH3:12])[CH3:11].O. The catalyst is CN1C(=O)CCC1. The product is [Si:14]([O:15][CH2:16][CH2:17][C:18]1[CH:22]=[N:21][N:20]([C:2]2[CH:7]=[C:6]([C:8]#[N:9])[CH:5]=[CH:4][N:3]=2)[CH:19]=1)([C:10]([CH3:11])([CH3:13])[CH3:12])([CH3:23])[CH3:24]. The yield is 0.360.